Task: Predict the product of the given reaction.. Dataset: Forward reaction prediction with 1.9M reactions from USPTO patents (1976-2016) (1) Given the reactants CC(O)(C)C.[CH3:6][O:7][C:8]([CH3:13])=[CH:9][C:10](=O)[CH3:11].Br[C:15]1[CH:20]=[CH:19][CH:18]=[CH:17][CH:16]=1.Cl, predict the reaction product. The product is: [CH3:6][O:7][C:8]1[CH:13]=[C:17]([CH3:18])[C:16]2[C:10]([CH:9]=1)=[CH:11][CH:19]=[CH:20][CH:15]=2. (2) Given the reactants C([O:3][C:4]([CH:6]1[CH2:11][CH2:10][N:9]([C:12]2[CH:17]=[CH:16][N:15]=[C:14]([N:18]([CH2:39][C:40]3[CH:45]=[C:44]([C:46]([F:49])([F:48])[F:47])[CH:43]=[C:42]([C:50]([F:53])([F:52])[F:51])[CH:41]=3)[CH2:19][C:20]3([C:35]([F:38])([F:37])[F:36])[CH:25]=[N:24][C:23]([NH:26][CH2:27][CH2:28][CH2:29][CH:30]4[CH2:34][CH2:33][CH2:32][CH2:31]4)=[CH:22][CH2:21]3)[N:13]=2)[CH2:8][CH2:7]1)=[O:5])C.[OH-].[Na+], predict the reaction product. The product is: [F:53][C:50]([F:51])([F:52])[C:42]1[CH:41]=[C:40]([CH:45]=[C:44]([C:46]([F:47])([F:48])[F:49])[CH:43]=1)[CH2:39][N:18]([CH2:19][C:20]1([C:35]([F:38])([F:37])[F:36])[CH:25]=[N:24][C:23]([NH:26][CH2:27][CH2:28][CH2:29][CH:30]2[CH2:34][CH2:33][CH2:32][CH2:31]2)=[CH:22][CH2:21]1)[C:14]1[N:13]=[C:12]([N:9]2[CH2:10][CH2:11][CH:6]([C:4]([OH:5])=[O:3])[CH2:7][CH2:8]2)[CH:17]=[CH:16][N:15]=1.